This data is from M1 muscarinic receptor antagonist screen with 61,756 compounds. The task is: Binary Classification. Given a drug SMILES string, predict its activity (active/inactive) in a high-throughput screening assay against a specified biological target. (1) The drug is o1c2c(c(CN3CCN(CC3)Cc3cc4OCOc4cc3)cc1=O)c(cc(c2)C)C. The result is 1 (active). (2) The molecule is O(C(=O)c1cc(Nc2nc(cc(n2)C)C)ccc1)CC. The result is 0 (inactive).